Dataset: NCI-60 drug combinations with 297,098 pairs across 59 cell lines. Task: Regression. Given two drug SMILES strings and cell line genomic features, predict the synergy score measuring deviation from expected non-interaction effect. (1) Drug 2: CC1C(C(CC(O1)OC2CC(OC(C2O)C)OC3=CC4=CC5=C(C(=O)C(C(C5)C(C(=O)C(C(C)O)O)OC)OC6CC(C(C(O6)C)O)OC7CC(C(C(O7)C)O)OC8CC(C(C(O8)C)O)(C)O)C(=C4C(=C3C)O)O)O)O. Cell line: UACC62. Drug 1: CC1=C2C(C(=O)C3(C(CC4C(C3C(C(C2(C)C)(CC1OC(=O)C(C(C5=CC=CC=C5)NC(=O)C6=CC=CC=C6)O)O)OC(=O)C7=CC=CC=C7)(CO4)OC(=O)C)O)C)OC(=O)C. Synergy scores: CSS=73.0, Synergy_ZIP=-4.65, Synergy_Bliss=-1.85, Synergy_Loewe=-4.56, Synergy_HSA=-1.86. (2) Drug 1: C1CCC(CC1)NC(=O)N(CCCl)N=O. Drug 2: CCC1(C2=C(COC1=O)C(=O)N3CC4=CC5=C(C=CC(=C5CN(C)C)O)N=C4C3=C2)O.Cl. Cell line: M14. Synergy scores: CSS=21.6, Synergy_ZIP=-7.05, Synergy_Bliss=2.34, Synergy_Loewe=-17.8, Synergy_HSA=1.06. (3) Drug 1: CN(CC1=CN=C2C(=N1)C(=NC(=N2)N)N)C3=CC=C(C=C3)C(=O)NC(CCC(=O)O)C(=O)O. Synergy scores: CSS=-0.526, Synergy_ZIP=4.95, Synergy_Bliss=0.724, Synergy_Loewe=-61.1, Synergy_HSA=-7.90. Cell line: ACHN. Drug 2: C1CC(=O)NC(=O)C1N2C(=O)C3=CC=CC=C3C2=O. (4) Drug 1: CC1C(C(=O)NC(C(=O)N2CCCC2C(=O)N(CC(=O)N(C(C(=O)O1)C(C)C)C)C)C(C)C)NC(=O)C3=C4C(=C(C=C3)C)OC5=C(C(=O)C(=C(C5=N4)C(=O)NC6C(OC(=O)C(N(C(=O)CN(C(=O)C7CCCN7C(=O)C(NC6=O)C(C)C)C)C)C(C)C)C)N)C. Drug 2: CCN(CC)CCNC(=O)C1=C(NC(=C1C)C=C2C3=C(C=CC(=C3)F)NC2=O)C. Cell line: LOX IMVI. Synergy scores: CSS=6.46, Synergy_ZIP=0.199, Synergy_Bliss=4.39, Synergy_Loewe=1.43, Synergy_HSA=1.31. (5) Drug 1: CC12CCC(CC1=CCC3C2CCC4(C3CC=C4C5=CN=CC=C5)C)O. Drug 2: N.N.Cl[Pt+2]Cl. Cell line: CCRF-CEM. Synergy scores: CSS=1.57, Synergy_ZIP=-3.49, Synergy_Bliss=-4.59, Synergy_Loewe=-4.24, Synergy_HSA=-4.21. (6) Drug 1: CN(C)N=NC1=C(NC=N1)C(=O)N. Drug 2: C#CCC(CC1=CN=C2C(=N1)C(=NC(=N2)N)N)C3=CC=C(C=C3)C(=O)NC(CCC(=O)O)C(=O)O. Cell line: A498. Synergy scores: CSS=2.73, Synergy_ZIP=-1.70, Synergy_Bliss=-2.27, Synergy_Loewe=-5.11, Synergy_HSA=-2.81. (7) Drug 1: CC1C(C(CC(O1)OC2CC(CC3=C2C(=C4C(=C3O)C(=O)C5=C(C4=O)C(=CC=C5)OC)O)(C(=O)C)O)N)O.Cl. Drug 2: C1=NC2=C(N=C(N=C2N1C3C(C(C(O3)CO)O)F)Cl)N. Cell line: SK-OV-3. Synergy scores: CSS=14.1, Synergy_ZIP=-4.65, Synergy_Bliss=-6.24, Synergy_Loewe=-13.5, Synergy_HSA=-3.77.